This data is from Catalyst prediction with 721,799 reactions and 888 catalyst types from USPTO. The task is: Predict which catalyst facilitates the given reaction. (1) Reactant: [NH:1]1[CH2:6][CH2:5][O:4][CH2:3][CH2:2]1.Cl[CH2:8][CH2:9][CH2:10][S:11][C:12]1[CH:17]=[C:16]([N+:18]([O-:20])=[O:19])[CH:15]=[C:14]([O:21][CH3:22])[CH:13]=1.[I-].[Na+]. Product: [CH3:22][O:21][C:14]1[CH:13]=[C:12]([S:11][CH2:10][CH2:9][CH2:8][N:1]2[CH2:6][CH2:5][O:4][CH2:3][CH2:2]2)[CH:17]=[C:16]([N+:18]([O-:20])=[O:19])[CH:15]=1. The catalyst class is: 23. (2) Reactant: [N:1]1[C:8]([Cl:9])=[N:7][C:5]([Cl:6])=[N:4][C:2]=1Cl.Cl[C:11]1[CH:12]=[C:13]([CH:16]=[CH:17][C:18]=1[NH2:19])[O:14][CH3:15].[OH-].[Na+].[ClH:22]. Product: [Cl:22][C:12]1[CH:11]=[C:18]([NH:19][C:2]2[N:1]=[C:8]([Cl:9])[N:7]=[C:5]([Cl:6])[N:4]=2)[CH:17]=[CH:16][C:13]=1[O:14][CH3:15]. The catalyst class is: 21.